This data is from Reaction yield outcomes from USPTO patents with 853,638 reactions. The task is: Predict the reaction yield, written as a fraction of the theoretical maximum amount of product (1.0 means a 100% yield; for example, 0.34 means a 34% yield). The reactants are C([O:4][CH:5]1[CH2:8][CH:7]([C:9](=[O:41])[NH:10][C:11]2[CH:16]=[C:15]([O:17][C:18]3[CH:19]=[N:20][C:21]([NH:24][C:25]([C:27]4[C:28](=[O:40])[N:29]([C:34]5[CH:39]=[CH:38][CH:37]=[CH:36][CH:35]=5)[N:30]([CH3:33])[C:31]=4[CH3:32])=[O:26])=[CH:22][CH:23]=3)[CH:14]=[CH:13][N:12]=2)[CH2:6]1)(=O)C.[OH-].[Na+]. The catalyst is CO. The product is [OH:4][CH:5]1[CH2:6][CH:7]([C:9]([NH:10][C:11]2[CH:16]=[C:15]([O:17][C:18]3[CH:23]=[CH:22][C:21]([NH:24][C:25]([C:27]4[C:28](=[O:40])[N:29]([C:34]5[CH:35]=[CH:36][CH:37]=[CH:38][CH:39]=5)[N:30]([CH3:33])[C:31]=4[CH3:32])=[O:26])=[N:20][CH:19]=3)[CH:14]=[CH:13][N:12]=2)=[O:41])[CH2:8]1. The yield is 0.420.